Dataset: Forward reaction prediction with 1.9M reactions from USPTO patents (1976-2016). Task: Predict the product of the given reaction. (1) Given the reactants [CH:1]1([CH2:7][C:8]2[N:9]=[N:10][N:11]([C@@H:13]3[C@H:17]4[O:18][CH2:19][C@H:20]([NH2:21])[C@H:16]4[O:15][CH2:14]3)[CH:12]=2)[CH2:6][CH2:5][CH2:4][CH2:3][CH2:2]1.[C:22](O)(=[O:29])[C:23]1[CH:28]=[CH:27][CH:26]=[CH:25][CH:24]=1, predict the reaction product. The product is: [CH:1]1([CH2:7][C:8]2[N:9]=[N:10][N:11]([C@@H:13]3[C@H:17]4[O:18][CH2:19][C@H:20]([NH:21][C:22](=[O:29])[C:23]5[CH:28]=[CH:27][CH:26]=[CH:25][CH:24]=5)[C@H:16]4[O:15][CH2:14]3)[CH:12]=2)[CH2:2][CH2:3][CH2:4][CH2:5][CH2:6]1. (2) Given the reactants [C:1]([O:5][C:6]([N:8]1[CH2:17][CH2:16][C:15]2[C:10](=[CH:11][CH:12]=[C:13]([OH:18])[CH:14]=2)[CH2:9]1)=[O:7])([CH3:4])([CH3:3])[CH3:2].[F:19][C:20]([F:33])([F:32])[S:21](O[S:21]([C:20]([F:33])([F:32])[F:19])(=[O:23])=[O:22])(=[O:23])=[O:22].O, predict the reaction product. The product is: [C:1]([O:5][C:6]([N:8]1[CH2:17][CH2:16][C:15]2[C:10](=[CH:11][CH:12]=[C:13]([O:18][S:21]([C:20]([F:33])([F:32])[F:19])(=[O:23])=[O:22])[CH:14]=2)[CH2:9]1)=[O:7])([CH3:4])([CH3:2])[CH3:3]. (3) Given the reactants [NH2:1][C:2]1[C:7]([NH2:8])=[CH:6][C:5]([C:9]2[C:10]([CH3:15])=[N:11][O:12][C:13]=2[CH3:14])=[CH:4][C:3]=1[S:16]([NH:19][CH:20]1[CH2:24][CH2:23][CH2:22][CH2:21]1)(=[O:18])=[O:17].[C:25]1([CH2:31][C:32](O)=O)[CH:30]=[CH:29][CH:28]=[CH:27][CH:26]=1, predict the reaction product. The product is: [CH2:31]([C:32]1[NH:8][C:7]2[CH:6]=[C:5]([C:9]3[C:10]([CH3:15])=[N:11][O:12][C:13]=3[CH3:14])[CH:4]=[C:3]([S:16]([NH:19][CH:20]3[CH2:24][CH2:23][CH2:22][CH2:21]3)(=[O:17])=[O:18])[C:2]=2[N:1]=1)[C:25]1[CH:30]=[CH:29][CH:28]=[CH:27][CH:26]=1. (4) Given the reactants [CH2:1]([NH2:6])[CH2:2][CH2:3][CH2:4][CH3:5].[CH2:7]([N:15]=[C:16]=[O:17])[CH2:8][CH2:9][CH2:10][CH2:11][CH2:12][CH2:13][CH3:14], predict the reaction product. The product is: [CH2:7]([NH:15][C:16]([NH:6][CH2:1][CH2:2][CH2:3][CH2:4][CH3:5])=[O:17])[CH2:8][CH2:9][CH2:10][CH2:11][CH2:12][CH2:13][CH3:14]. (5) Given the reactants Cl[CH2:2][C:3]([NH:5][C:6]1[CH:14]=[CH:13][C:12]([Cl:15])=[C:11]2[C:7]=1[C:8](=[O:33])[N:9]([C@@H:16]([C:22]1[CH:27]=[CH:26][C:25]([O:28][CH3:29])=[C:24]([O:30][CH2:31][CH3:32])[CH:23]=1)[CH2:17][S:18]([CH3:21])(=[O:20])=[O:19])[CH2:10]2)=[O:4].[CH3:34][NH:35][CH3:36].Cl, predict the reaction product. The product is: [Cl:15][C:12]1[CH:13]=[CH:14][C:6]([NH:5][C:3](=[O:4])[CH2:2][N:35]([CH3:36])[CH3:34])=[C:7]2[C:11]=1[CH2:10][N:9]([C@@H:16]([C:22]1[CH:27]=[CH:26][C:25]([O:28][CH3:29])=[C:24]([O:30][CH2:31][CH3:32])[CH:23]=1)[CH2:17][S:18]([CH3:21])(=[O:19])=[O:20])[C:8]2=[O:33]. (6) Given the reactants [Br:1][C:2]1[CH:10]=[CH:9][CH:8]=[C:7]2[C:3]=1[CH:4]=[CH:5][NH:6]2.C([SiH](CC)CC)C.C(=O)([O-])O.[Na+], predict the reaction product. The product is: [Br:1][C:2]1[CH:10]=[CH:9][CH:8]=[C:7]2[C:3]=1[CH2:4][CH2:5][NH:6]2. (7) Given the reactants [N+:1]([C:4]1[CH:5]=[N:6][N:7]([CH2:27][O:28][CH2:29][CH2:30][Si:31]([CH3:34])([CH3:33])[CH3:32])[C:8]=1[C:9]1[CH:10]=[C:11]([C@@H:15]([NH:19][C:20](=[O:26])[O:21][C:22]([CH3:25])([CH3:24])[CH3:23])[CH2:16][CH:17]=[CH2:18])[CH:12]=[CH:13][CH:14]=1)([O-])=O.[NH4+].[Cl-], predict the reaction product. The product is: [NH2:1][C:4]1[CH:5]=[N:6][N:7]([CH2:27][O:28][CH2:29][CH2:30][Si:31]([CH3:33])([CH3:34])[CH3:32])[C:8]=1[C:9]1[CH:10]=[C:11]([C@@H:15]([NH:19][C:20](=[O:26])[O:21][C:22]([CH3:23])([CH3:24])[CH3:25])[CH2:16][CH:17]=[CH2:18])[CH:12]=[CH:13][CH:14]=1. (8) Given the reactants C(OC([N:11]1[CH:15]=[CH:14][S:13][CH:12]1[CH:16]([CH:18]1[CH2:22][CH2:21][NH:20][CH2:19]1)[OH:17])=O)C1C=CC=CC=1.C[Si](I)(C)C.Cl.CCCCCC, predict the reaction product. The product is: [NH:20]1[CH2:21][CH2:22][CH:18]([CH:16]([C:12]2[S:13][CH:14]=[CH:15][N:11]=2)[OH:17])[CH2:19]1.